From a dataset of Merck oncology drug combination screen with 23,052 pairs across 39 cell lines. Regression. Given two drug SMILES strings and cell line genomic features, predict the synergy score measuring deviation from expected non-interaction effect. (1) Drug 1: Cc1nc(Nc2ncc(C(=O)Nc3c(C)cccc3Cl)s2)cc(N2CCN(CCO)CC2)n1. Drug 2: CNC(=O)c1cc(Oc2ccc(NC(=O)Nc3ccc(Cl)c(C(F)(F)F)c3)cc2)ccn1. Cell line: NCIH520. Synergy scores: synergy=30.5. (2) Drug 1: Nc1ccn(C2OC(CO)C(O)C2(F)F)c(=O)n1. Drug 2: CC(C)CC(NC(=O)C(Cc1ccccc1)NC(=O)c1cnccn1)B(O)O. Cell line: NCIH460. Synergy scores: synergy=-21.3. (3) Synergy scores: synergy=-2.28. Drug 2: CCc1cnn2c(NCc3ccc[n+]([O-])c3)cc(N3CCCCC3CCO)nc12. Drug 1: CC(=O)OC1C(=O)C2(C)C(O)CC3OCC3(OC(C)=O)C2C(OC(=O)c2ccccc2)C2(O)CC(OC(=O)C(O)C(NC(=O)c3ccccc3)c3ccccc3)C(C)=C1C2(C)C. Cell line: SKMES1. (4) Drug 1: Nc1ccn(C2OC(CO)C(O)C2(F)F)c(=O)n1. Drug 2: NC1(c2ccc(-c3nc4ccn5c(=O)[nH]nc5c4cc3-c3ccccc3)cc2)CCC1. Cell line: UACC62. Synergy scores: synergy=17.5. (5) Drug 1: Cn1nnc2c(C(N)=O)ncn2c1=O. Drug 2: CNC(=O)c1cc(Oc2ccc(NC(=O)Nc3ccc(Cl)c(C(F)(F)F)c3)cc2)ccn1. Cell line: ZR751. Synergy scores: synergy=-34.9. (6) Drug 1: COc1cccc2c1C(=O)c1c(O)c3c(c(O)c1C2=O)CC(O)(C(=O)CO)CC3OC1CC(N)C(O)C(C)O1. Drug 2: COC1=C2CC(C)CC(OC)C(O)C(C)C=C(C)C(OC(N)=O)C(OC)C=CC=C(C)C(=O)NC(=CC1=O)C2=O. Cell line: SKOV3. Synergy scores: synergy=-7.55. (7) Drug 1: CCN(CC)CCNC(=O)c1c(C)[nH]c(C=C2C(=O)Nc3ccc(F)cc32)c1C. Drug 2: CCc1c2c(nc3ccc(O)cc13)-c1cc3c(c(=O)n1C2)COC(=O)C3(O)CC. Cell line: SKMEL30. Synergy scores: synergy=2.97. (8) Drug 1: COC12C(COC(N)=O)C3=C(C(=O)C(C)=C(N)C3=O)N1CC1NC12. Drug 2: O=C(O)C1(Cc2cccc(Nc3nccs3)n2)CCC(Oc2cccc(Cl)c2F)CC1. Cell line: PA1. Synergy scores: synergy=-0.355. (9) Drug 1: O=c1[nH]cc(F)c(=O)[nH]1. Drug 2: Cn1cc(-c2cnn3c(N)c(Br)c(C4CCCNC4)nc23)cn1. Cell line: A427. Synergy scores: synergy=25.9.